Dataset: Full USPTO retrosynthesis dataset with 1.9M reactions from patents (1976-2016). Task: Predict the reactants needed to synthesize the given product. Given the product [Br:1][C:2]1[CH:10]=[CH:9][C:5]([C:6]([NH:38][C:33]([CH3:32])([CH3:34])[CH2:19][OH:21])=[O:8])=[CH:4][C:3]=1[O:11][CH2:12][C:13]([F:16])([F:15])[F:14], predict the reactants needed to synthesize it. The reactants are: [Br:1][C:2]1[CH:10]=[CH:9][C:5]([C:6]([OH:8])=O)=[CH:4][C:3]=1[O:11][CH2:12][C:13]([F:16])([F:15])[F:14].NC[C:19](C)([OH:21])C.CN(C(ON1N=[N:38][C:33]2[CH:34]=CC=N[C:32]1=2)=[N+](C)C)C.F[P-](F)(F)(F)(F)F.CCN(C(C)C)C(C)C.C(=O)(O)[O-].[Na+].